Task: Predict which catalyst facilitates the given reaction.. Dataset: Catalyst prediction with 721,799 reactions and 888 catalyst types from USPTO (1) Reactant: [C:1]1([S:7]([C:10]2[CH:17]=[CH:16][C:13]([C:14]#[N:15])=[CH:12][CH:11]=2)(=[O:9])=[O:8])[CH:6]=[CH:5][CH:4]=[CH:3][CH:2]=1. Product: [C:1]1([S:7]([C:10]2[CH:11]=[CH:12][C:13]([CH2:14][NH2:15])=[CH:16][CH:17]=2)(=[O:8])=[O:9])[CH:6]=[CH:5][CH:4]=[CH:3][CH:2]=1. The catalyst class is: 834. (2) Reactant: [CH:1]([O:4][C:5]1[CH:12]=[CH:11][C:8]([CH:9]=[O:10])=[CH:7][CH:6]=1)([CH3:3])[CH3:2].[Mg].I[CH3:15].[Cl-].[NH4+]. Product: [CH:1]([O:4][C:5]1[CH:12]=[CH:11][C:8]([CH:9]([OH:10])[CH3:15])=[CH:7][CH:6]=1)([CH3:3])[CH3:2]. The catalyst class is: 280. (3) Reactant: [OH:1][C:2]1[CH:3]=[C:4]([CH:8]=[CH:9][C:10]=1[N+:11]([O-:13])=[O:12])[C:5]([OH:7])=[O:6].[CH3:14][C:15]1C=CC(S(O)(=O)=O)=CC=1. Product: [OH:1][C:2]1[CH:3]=[C:4]([CH:8]=[CH:9][C:10]=1[N+:11]([O-:13])=[O:12])[C:5]([O:7][CH2:14][CH3:15])=[O:6]. The catalyst class is: 8. (4) Reactant: [Br:1][C:2]1[C:6]2[C:7]([NH2:12])=[N:8][CH:9]=[C:10](I)[C:5]=2[S:4][CH:3]=1.C1(P(C2C=CC=CC=2)C2C=CC=CC=2)C=CC=CC=1.C(=O)([O-])[O-].[Na+].[Na+].[C:38](#[N:41])[CH:39]=[CH2:40]. Product: [NH2:12][C:7]1[C:6]2[C:2]([Br:1])=[CH:3][S:4][C:5]=2[C:10](/[CH:40]=[CH:39]/[C:38]#[N:41])=[CH:9][N:8]=1. The catalyst class is: 613.